Dataset: Reaction yield outcomes from USPTO patents with 853,638 reactions. Task: Predict the reaction yield, written as a fraction of the theoretical maximum amount of product (1.0 means a 100% yield; for example, 0.34 means a 34% yield). The reactants are [N:1]1([C:6]2[CH:13]=[CH:12][C:9]([C:10]#[N:11])=[CH:8][CH:7]=2)[CH:5]=[CH:4][N:3]=[CH:2]1.[H-].[H-].[H-].[H-].[Li+].[Al+3].C1COCC1. The yield is 0.800. The catalyst is C1COCC1. The product is [N:1]1([C:6]2[CH:7]=[CH:8][C:9]([CH2:10][NH2:11])=[CH:12][CH:13]=2)[CH:5]=[CH:4][N:3]=[CH:2]1.